This data is from Reaction yield outcomes from USPTO patents with 853,638 reactions. The task is: Predict the reaction yield, written as a fraction of the theoretical maximum amount of product (1.0 means a 100% yield; for example, 0.34 means a 34% yield). (1) The reactants are [NH2:1][C:2]1[CH:7]=[CH:6][CH:5]=[CH:4][C:3]=1[C:8]1[NH:9][C:10]2[C:15]([CH:16]=1)=[CH:14][CH:13]=[CH:12][CH:11]=2.[OH:17][C:18]1[CH:23]=[CH:22][C:21]([CH2:24][C:25](O)=[O:26])=[CH:20][CH:19]=1.Cl.CN(CCCN=C=NCC)C. The catalyst is C(#N)C. The product is [OH:17][C:18]1[CH:23]=[CH:22][C:21]([CH2:24][C:25]([NH:1][C:2]2[CH:7]=[CH:6][CH:5]=[CH:4][C:3]=2[C:8]2[NH:9][C:10]3[C:15]([CH:16]=2)=[CH:14][CH:13]=[CH:12][CH:11]=3)=[O:26])=[CH:20][CH:19]=1. The yield is 0.750. (2) The reactants are [CH2:1]([O:8][C:9]1[C:14](=[O:15])[N:13]2[CH:16]=[C:17]([CH3:20])[CH:18]=[CH:19][C:12]2=[N:11][C:10]=1[C:21](O)=[O:22])[C:2]1[CH:7]=[CH:6][CH:5]=[CH:4][CH:3]=1.ON1[C:29]2[CH:30]=[CH:31][CH:32]=[CH:33][C:28]=2N=N1.Cl.C[N:36](C)[CH2:37][CH2:38]CN=C=NCC.C(N(CC)CC)C.[O:53]1CCCC1. No catalyst specified. The product is [O:53]=[C:38]([C:28]1[CH:33]=[CH:32][CH:31]=[CH:30][CH:29]=1)[CH2:37][NH:36][C:21]([C:10]1[N:11]=[C:12]2[CH:19]=[CH:18][C:17]([CH3:20])=[CH:16][N:13]2[C:14](=[O:15])[C:9]=1[O:8][CH2:1][C:2]1[CH:3]=[CH:4][CH:5]=[CH:6][CH:7]=1)=[O:22]. The yield is 0.450.